Dataset: Full USPTO retrosynthesis dataset with 1.9M reactions from patents (1976-2016). Task: Predict the reactants needed to synthesize the given product. (1) The reactants are: [F:1][C:2]([F:22])([F:21])[C:3]1[CH:8]=[CH:7][C:6]([CH:9]2[CH2:14][C:13](=[O:15])[NH:12][C:11]([CH3:16])=[C:10]2[C:17]([O:19][CH3:20])=[O:18])=[CH:5][CH:4]=1.[H-].[Na+].[CH3:25]I. Given the product [CH3:25][N:12]1[C:13](=[O:15])[CH2:14][CH:9]([C:6]2[CH:5]=[CH:4][C:3]([C:2]([F:21])([F:1])[F:22])=[CH:8][CH:7]=2)[C:10]([C:17]([O:19][CH3:20])=[O:18])=[C:11]1[CH3:16], predict the reactants needed to synthesize it. (2) Given the product [NH2:1][C:2]([NH:4][C:5]1[C:6]([C:24]([NH2:26])=[O:25])=[N:7][N:8]([C:10]2[CH:15]=[CH:14][C:13]([C:16]3[CH:21]=[CH:20][CH:19]=[CH:18][C:17]=3[O:22][CH2:28][C:29]#[N:30])=[C:12]([Cl:23])[CH:11]=2)[CH:9]=1)=[O:3], predict the reactants needed to synthesize it. The reactants are: [NH2:1][C:2]([NH:4][C:5]1[C:6]([C:24]([NH2:26])=[O:25])=[N:7][N:8]([C:10]2[CH:15]=[CH:14][C:13]([C:16]3[CH:21]=[CH:20][CH:19]=[CH:18][C:17]=3[OH:22])=[C:12]([Cl:23])[CH:11]=2)[CH:9]=1)=[O:3].Br[CH2:28][C:29]#[N:30].C([O-])([O-])=O.[K+].[K+]. (3) Given the product [I-:20].[CH2:12]([N+:7]1([CH3:19])[CH2:8][CH2:9][C:10](=[O:11])[CH:5]([CH2:1][CH2:2][CH2:3][CH3:4])[CH2:6]1)[C:13]1[CH:18]=[CH:17][CH:16]=[CH:15][CH:14]=1, predict the reactants needed to synthesize it. The reactants are: [CH2:1]([CH:5]1[C:10](=[O:11])[CH2:9][CH2:8][N:7]([CH2:12][C:13]2[CH:18]=[CH:17][CH:16]=[CH:15][CH:14]=2)[CH2:6]1)[CH2:2][CH2:3][CH3:4].[CH3:19][I:20]. (4) Given the product [OH:44][C@H:41]([CH2:42][OH:43])[CH2:40][CH2:39][NH:38][C:32]([N:12]1[C@@:13]([C:25]2[CH:30]=[CH:29][C:28]([Cl:31])=[CH:27][CH:26]=2)([CH3:24])[C@@:14]([C:17]2[CH:18]=[CH:19][C:20]([Cl:23])=[CH:21][CH:22]=2)([CH3:16])[N:15]=[C:11]1[C:8]1[CH:9]=[N:10][C:5]([C:1]([CH3:2])([CH3:4])[CH3:3])=[CH:6][C:7]=1[O:35][CH2:36][CH3:37])=[O:33], predict the reactants needed to synthesize it. The reactants are: [C:1]([C:5]1[N:10]=[CH:9][C:8]([C:11]2[N:12]([C:32](Cl)=[O:33])[C@@:13]([C:25]3[CH:30]=[CH:29][C:28]([Cl:31])=[CH:27][CH:26]=3)([CH3:24])[C@@:14]([C:17]3[CH:22]=[CH:21][C:20]([Cl:23])=[CH:19][CH:18]=3)([CH3:16])[N:15]=2)=[C:7]([O:35][CH2:36][CH3:37])[CH:6]=1)([CH3:4])([CH3:3])[CH3:2].[NH2:38][CH2:39][CH2:40][C@H:41]([OH:44])[CH2:42][OH:43].OCC[C@H]1COC(C)(C)O1. (5) Given the product [CH:44]1([N:42]2[C:41](=[O:47])[CH:40]=[CH:39][C:38]([C:16]3[CH:15]=[CH:14][C:13]([C@@H:11]([N:7]4[CH2:8][CH2:9][CH2:10][C@:4]([CH2:3][C:2]([OH:1])([CH3:35])[CH3:36])([C:29]5[CH:34]=[CH:33][CH:32]=[CH:31][CH:30]=5)[NH:5][C:6]4=[O:28])[CH3:12])=[CH:18][CH:17]=3)=[CH:43]2)[CH2:46][CH2:45]1, predict the reactants needed to synthesize it. The reactants are: [OH:1][C:2]([CH3:36])([CH3:35])[CH2:3][C@:4]1([C:29]2[CH:34]=[CH:33][CH:32]=[CH:31][CH:30]=2)[CH2:10][CH2:9][CH2:8][N:7]([C@H:11]([C:13]2[CH:18]=[CH:17][C:16](B3OC(C)(C)C(C)(C)O3)=[CH:15][CH:14]=2)[CH3:12])[C:6](=[O:28])[NH:5]1.Br[C:38]1[CH:39]=[CH:40][C:41](=[O:47])[N:42]([CH:44]2[CH2:46][CH2:45]2)[CH:43]=1. (6) Given the product [CH2:22]([O:21][C:19]([N:8]1[CH2:9][CH2:10][C@@H:11]([C:12]2[CH:17]=[CH:16][C:15]([F:18])=[CH:14][CH:13]=2)[C@H:6]([CH2:5][OH:4])[CH2:7]1)=[O:20])[C:23]1[CH:28]=[CH:27][CH:26]=[CH:25][CH:24]=1, predict the reactants needed to synthesize it. The reactants are: C([O:4][CH2:5][C@H:6]1[C@H:11]([C:12]2[CH:17]=[CH:16][C:15]([F:18])=[CH:14][CH:13]=2)[CH2:10][CH2:9][N:8]([C:19]([O:21][CH2:22][C:23]2[CH:28]=[CH:27][CH:26]=[CH:25][CH:24]=2)=[O:20])[CH2:7]1)(=O)C.C[O-].[Na+]. (7) Given the product [C:20]([O:24][C:25](=[O:36])[NH:26][CH:27]([CH:31]1[CH2:35][CH2:34][N:33]([C:7]2[C:6]([CH3:15])=[C:5]3[C:10]([C:11](=[O:12])[N:2]([NH2:1])[C:3](=[O:19])[N:4]3[CH:16]3[CH2:18][CH2:17]3)=[CH:9][C:8]=2[F:13])[CH2:32]1)[CH2:28][C:29]#[N:30])([CH3:23])([CH3:21])[CH3:22], predict the reactants needed to synthesize it. The reactants are: [NH2:1][N:2]1[C:11](=[O:12])[C:10]2[C:5](=[C:6]([CH3:15])[C:7](F)=[C:8]([F:13])[CH:9]=2)[N:4]([CH:16]2[CH2:18][CH2:17]2)[C:3]1=[O:19].[C:20]([O:24][C:25](=[O:36])[NH:26][CH:27]([CH:31]1[CH2:35][CH2:34][NH:33][CH2:32]1)[CH2:28][C:29]#[N:30])([CH3:23])([CH3:22])[CH3:21].CN(C)C(=N)N(C)C.C(=O)(O)[O-].[Na+]. (8) The reactants are: COC(=O)[CH:4]([CH:11]1[CH2:13][CH:12]1[CH2:14][CH:15]1[O:19]CCO1)[CH2:5][CH2:6][CH2:7][CH2:8][CH2:9][CH3:10].[C:21]([OH:24])(=[O:23])C.O.[C:26](=O)([O-])O.[Na+]. Given the product [CH3:26][O:24][C:21](=[O:23])[CH2:10][CH2:9][CH2:8][CH2:7][CH2:6][CH2:5][CH2:4][CH:11]1[CH2:13][CH:12]1[CH2:14][CH:15]=[O:19], predict the reactants needed to synthesize it. (9) Given the product [Cl:40][C:41]1[CH:42]=[C:43]([NH:44][C:38]([NH:37][C:35](=[O:36])[C:30]2[CH:29]=[C:28]([CH3:27])[CH:33]=[C:32]([CH3:34])[CH:31]=2)=[S:39])[CH:45]=[CH:46][C:47]=1[O:48][C:49]1[C:58]2[C:53](=[CH:54][C:55]([O:61][CH3:62])=[C:56]([O:59][CH3:60])[CH:57]=2)[N:52]=[CH:51][CH:50]=1, predict the reactants needed to synthesize it. The reactants are: S(Cl)(Cl)=O.CC1C=C(C=C(C)C=1)C(O)=O.CC1C=C(C(Cl)=O)C=C(C)C=1.[CH3:27][C:28]1[CH:29]=[C:30]([C:35]([N:37]=[C:38]=[S:39])=[O:36])[CH:31]=[C:32]([CH3:34])[CH:33]=1.[Cl:40][C:41]1[CH:42]=[C:43]([CH:45]=[CH:46][C:47]=1[O:48][C:49]1[C:58]2[C:53](=[CH:54][C:55]([O:61][CH3:62])=[C:56]([O:59][CH3:60])[CH:57]=2)[N:52]=[CH:51][CH:50]=1)[NH2:44]. (10) Given the product [CH:29]1[C:38]2[C:33](=[CH:34][CH:35]=[CH:36][CH:37]=2)[CH:32]=[CH:31][C:30]=1[S:39]([N:11]1[C:12]2[C:8](=[C:7]3[CH2:1][NH:2][CH2:3][CH2:4][O:5][C:6]3=[CH:14][CH:13]=2)[CH:9]=[CH:10]1)(=[O:40])=[O:41], predict the reactants needed to synthesize it. The reactants are: [CH2:1]1[C:7]2=[C:8]3[C:12](=[CH:13][CH:14]=[C:6]2[O:5][CH2:4][CH2:3][N:2]1C(OC(C)(C)C)=O)[NH:11][CH:10]=[CH:9]3.[H-].[Na+].CN(C=O)C.[CH:29]1[C:38]2[C:33](=[CH:34][CH:35]=[CH:36][CH:37]=2)[CH:32]=[CH:31][C:30]=1[S:39](Cl)(=[O:41])=[O:40].